Predict the reactants needed to synthesize the given product. From a dataset of Full USPTO retrosynthesis dataset with 1.9M reactions from patents (1976-2016). (1) Given the product [I:3][C:4]1[CH:5]=[C:6]([C@@H:10]2[CH2:17][C@H:11]2[C:12]([O:14][CH2:15][CH3:16])=[O:13])[CH:7]=[CH:8][CH:9]=1, predict the reactants needed to synthesize it. The reactants are: [H-].[Na+].[I:3][C:4]1[CH:5]=[C:6](/[CH:10]=[CH:11]/[C:12]([O:14][CH2:15][CH3:16])=[O:13])[CH:7]=[CH:8][CH:9]=1.[CH3:17]S(C)=O. (2) Given the product [NH2:1][C:2]1[CH:29]=[CH:28][C:27]([NH:30][C:31]2[CH:57]=[C:56]([F:58])[CH:55]=[CH:54][C:32]=2[CH2:33][N:34]2[C:38]([CH3:40])([CH3:39])[C:37](=[O:41])[N:36]([C:42]3[CH:47]=[CH:46][C:45]([F:48])=[C:44]([C:49]([F:51])([F:50])[F:52])[CH:43]=3)[C:35]2=[O:53])=[CH:26][CH:3]=1, predict the reactants needed to synthesize it. The reactants are: [NH2:1][C:2]1[CH:29]=[CH:28][CH:27]=[CH:26][C:3]=1CN1C(C)(C)C(=O)[N:1]([C:2]2[CH:29]=[CH:28][C:27](C#N)=[C:26](C(F)(F)F)[CH:3]=2)C1=O.[NH2:30][C:31]1[CH:57]=[C:56]([F:58])[CH:55]=[CH:54][C:32]=1[CH2:33][N:34]1[C:38]([CH3:40])([CH3:39])[C:37](=[O:41])[N:36]([C:42]2[CH:47]=[CH:46][C:45]([F:48])=[C:44]([C:49]([F:52])([F:51])[F:50])[CH:43]=2)[C:35]1=[O:53]. (3) Given the product [CH3:1][O:2][C:3]1[CH:16]=[C:15]([O:17][CH3:18])[CH:14]=[CH:13][C:4]=1[CH2:5][N:6]([C:7]1[CH:12]=[CH:11][N:10]=[CH:9][N:8]=1)[S:28]([C:21]1[CH:22]=[C:23]([CH3:27])[C:24]([F:26])=[CH:25][C:20]=1[F:19])(=[O:30])=[O:29], predict the reactants needed to synthesize it. The reactants are: [CH3:1][O:2][C:3]1[CH:16]=[C:15]([O:17][CH3:18])[CH:14]=[CH:13][C:4]=1[CH2:5][NH:6][C:7]1[CH:12]=[CH:11][N:10]=[CH:9][N:8]=1.[F:19][C:20]1[CH:25]=[C:24]([F:26])[C:23]([CH3:27])=[CH:22][C:21]=1[S:28](Cl)(=[O:30])=[O:29].N12CCN(CC1)CC2. (4) The reactants are: [Si:1]([O:8][CH2:9][C@@H:10]([NH:22][C:23]1[C:32]2[C:27](=[CH:28][CH:29]=[CH:30][CH:31]=2)[N:26]=[CH:25][C:24]=1[N+:33]([O-])=O)[CH2:11][CH2:12][CH2:13][NH:14][C:15](=[O:21])[O:16][C:17]([CH3:20])([CH3:19])[CH3:18])([C:4]([CH3:7])([CH3:6])[CH3:5])([CH3:3])[CH3:2]. Given the product [NH2:33][C:24]1[CH:25]=[N:26][C:27]2[C:32]([C:23]=1[NH:22][C@H:10]([CH2:9][O:8][Si:1]([C:4]([CH3:7])([CH3:6])[CH3:5])([CH3:2])[CH3:3])[CH2:11][CH2:12][CH2:13][NH:14][C:15](=[O:21])[O:16][C:17]([CH3:20])([CH3:19])[CH3:18])=[CH:31][CH:30]=[CH:29][CH:28]=2, predict the reactants needed to synthesize it. (5) The reactants are: C(O)(=O)C.O.[Br:6][C:7]1[CH:12]=[C:11]([C:13]([F:16])([F:15])[F:14])[CH:10]=[C:9]([N+:17]([O-])=O)[C:8]=1[NH:20][CH3:21]. Given the product [Br:6][C:7]1[CH:12]=[C:11]([C:13]([F:16])([F:15])[F:14])[CH:10]=[C:9]([NH2:17])[C:8]=1[NH:20][CH3:21], predict the reactants needed to synthesize it. (6) Given the product [OH:36][C@@:29]1([C:28]#[C:27][C:23]2[CH:22]=[C:21]([N:7]3[C:8]4[CH2:13][CH2:12][NH:11][CH2:10][C:9]=4[C:5]([C:2]([NH2:3])=[O:4])=[N:6]3)[CH:26]=[CH:25][CH:24]=2)[CH2:33][CH2:32][N:31]([CH3:34])[C:30]1=[O:35], predict the reactants needed to synthesize it. The reactants are: Cl.[C:2]([C:5]1[C:9]2[CH2:10][N:11](C(OC(C)(C)C)=O)[CH2:12][CH2:13][C:8]=2[N:7]([C:21]2[CH:26]=[CH:25][CH:24]=[C:23]([C:27]#[C:28][C@:29]3([OH:36])[CH2:33][CH2:32][N:31]([CH3:34])[C:30]3=[O:35])[CH:22]=2)[N:6]=1)(=[O:4])[NH2:3].